This data is from Forward reaction prediction with 1.9M reactions from USPTO patents (1976-2016). The task is: Predict the product of the given reaction. (1) Given the reactants Cl.Cl.ClC1C=CC(C2C3C4CCNCCC4NC=3C=CC=2)=CC=1.[O:24]([CH2:31][CH2:32][CH2:33][C:34]1[C:35]2[C:36]3[CH2:47][CH2:46][NH:45][CH2:44][CH2:43][C:37]=3[NH:38][C:39]=2[CH:40]=[CH:41][CH:42]=1)[C:25]1[CH:30]=[CH:29][CH:28]=[CH:27][CH:26]=1, predict the reaction product. The product is: [O:24]([CH2:31][CH2:32][CH2:33][C:34]1[C:35]2[C@@H:36]3[CH2:47][CH2:46][NH:45][CH2:44][CH2:43][C@@H:37]3[NH:38][C:39]=2[CH:40]=[CH:41][CH:42]=1)[C:25]1[CH:30]=[CH:29][CH:28]=[CH:27][CH:26]=1. (2) Given the reactants [F:1][C:2]([F:17])([F:16])[C:3]1[CH:4]=[C:5]([CH:13]=[CH:14][CH:15]=1)[CH2:6][CH:7]([CH2:11][CH3:12])[C:8](O)=[O:9].S(Cl)([Cl:20])=O, predict the reaction product. The product is: [F:1][C:2]([F:17])([F:16])[C:3]1[CH:4]=[C:5]([CH:13]=[CH:14][CH:15]=1)[CH2:6][CH:7]([CH2:11][CH3:12])[C:8]([Cl:20])=[O:9]. (3) The product is: [CH2:1]([C@@H:8]([CH2:12][CH2:13][C@H:14]([CH2:33][C:34]1[CH:39]=[CH:38][CH:37]=[CH:36][CH:35]=1)[C:15]([NH:16][C@H:17]1[CH2:23][CH2:22][CH2:21][CH2:20][N:19]([C:24]2[CH:29]=[CH:28][CH:27]=[CH:26][C:25]=2[CH3:30])[C:18]1=[O:31])=[O:32])[C:9]([NH:40][C@H:41]1[CH2:47][CH2:46][S:45][C@H:44]2[CH2:48][CH2:49][CH2:50][C@@H:51]([CH3:52])[N:43]2[C:42]1=[O:53])=[O:10])[C:2]1[CH:7]=[CH:6][CH:5]=[CH:4][CH:3]=1. Given the reactants [CH2:1]([C@@H:8]([CH2:12][CH2:13][C@H:14]([CH2:33][C:34]1[CH:39]=[CH:38][CH:37]=[CH:36][CH:35]=1)[C:15](=[O:32])[NH:16][C@H:17]1[CH2:23][CH2:22][CH2:21][CH2:20][N:19]([C:24]2[CH:29]=[CH:28][CH:27]=[CH:26][C:25]=2[CH3:30])[C:18]1=[O:31])[C:9](O)=[O:10])[C:2]1[CH:7]=[CH:6][CH:5]=[CH:4][CH:3]=1.[NH2:40][C@H:41]1[CH2:47][CH2:46][S:45][C@H:44]2[CH2:48][CH2:49][CH2:50][C@@H:51]([CH3:52])[N:43]2[C:42]1=[O:53], predict the reaction product. (4) Given the reactants C([O:4][CH2:5][CH:6]([OH:16])[C:7]1[CH:12]=[CH:11][CH:10]=[C:9]([N+:13]([O-:15])=[O:14])[CH:8]=1)(=O)C.C([O-])([O-])=O.[K+].[K+], predict the reaction product. The product is: [N+:13]([C:9]1[CH:8]=[C:7]([CH:6]([OH:16])[CH2:5][OH:4])[CH:12]=[CH:11][CH:10]=1)([O-:15])=[O:14]. (5) Given the reactants [CH2:1]([N:8]=[C:9]=[O:10])[C:2]1[CH:7]=[CH:6][CH:5]=[CH:4][CH:3]=1.[Al+3].[Cl-].[Cl-].[Cl-].[C:15]([O:19][C:20]([N:22]1[CH2:26][C@@H:25]([CH2:27][N:28]([CH:45]([CH3:47])[CH3:46])[C:29](=[O:44])[C:30]2[CH:35]=[CH:34][C:33]([O:36][CH3:37])=[C:32]([O:38][CH2:39][CH2:40][CH2:41][O:42][CH3:43])[CH:31]=2)[C@H:24]([OH:48])[CH2:23]1)=[O:21])([CH3:18])([CH3:17])[CH3:16].C([O-])(O)=O.[Na+], predict the reaction product. The product is: [C:15]([O:19][C:20]([N:22]1[CH2:26][C@@H:25]([CH2:27][N:28]([CH:45]([CH3:46])[CH3:47])[C:29](=[O:44])[C:30]2[CH:35]=[CH:34][C:33]([O:36][CH3:37])=[C:32]([O:38][CH2:39][CH2:40][CH2:41][O:42][CH3:43])[CH:31]=2)[C@H:24]([O:48][C:9](=[O:10])[NH:8][CH2:1][C:2]2[CH:7]=[CH:6][CH:5]=[CH:4][CH:3]=2)[CH2:23]1)=[O:21])([CH3:17])([CH3:18])[CH3:16]. (6) Given the reactants [ClH:1].[C:2]1([C@H:12]([NH:14][CH2:15][C:16]#[CH:17])[CH3:13])[C:11]2[C:6](=[CH:7][CH:8]=[CH:9][CH:10]=2)[CH:5]=[CH:4][CH:3]=1.Br[C:19]1[CH:24]=[CH:23][C:22]([C:25]([CH3:31])([CH3:30])[C:26]([O:28][CH3:29])=[O:27])=[CH:21][CH:20]=1, predict the reaction product. The product is: [ClH:1].[CH3:31][C:25]([C:22]1[CH:21]=[CH:20][C:19]([C:17]#[C:16][CH2:15][NH:14][C@@H:12]([C:2]2[C:11]3[C:6](=[CH:7][CH:8]=[CH:9][CH:10]=3)[CH:5]=[CH:4][CH:3]=2)[CH3:13])=[CH:24][CH:23]=1)([CH3:30])[C:26]([O:28][CH3:29])=[O:27].